Dataset: Peptide-MHC class I binding affinity with 185,985 pairs from IEDB/IMGT. Task: Regression. Given a peptide amino acid sequence and an MHC pseudo amino acid sequence, predict their binding affinity value. This is MHC class I binding data. (1) The peptide sequence is RQNAPFEPI. The MHC is BoLA-T2b with pseudo-sequence BoLA-T2b. The binding affinity (normalized) is 0.0641. (2) The MHC is Patr-B2401 with pseudo-sequence Patr-B2401. The peptide sequence is AEAAVKPLL. The binding affinity (normalized) is 0.